Dataset: Full USPTO retrosynthesis dataset with 1.9M reactions from patents (1976-2016). Task: Predict the reactants needed to synthesize the given product. (1) Given the product [C:1]([O:5][C:6]([N:8]1[CH2:13][CH2:12][N:11]([C:14]2[C:15]3[N:16]([CH:25]=[C:26]([C:28]([OH:30])=[O:29])[N:27]=3)[C:17]([C:20]3[S:21][CH:22]=[CH:23][CH:24]=3)=[CH:18][N:19]=2)[CH2:10][CH2:9]1)=[O:7])([CH3:4])([CH3:2])[CH3:3], predict the reactants needed to synthesize it. The reactants are: [C:1]([O:5][C:6]([N:8]1[CH2:13][CH2:12][N:11]([C:14]2[C:15]3[N:16]([CH:25]=[C:26]([C:28]([O:30]CC)=[O:29])[N:27]=3)[C:17]([C:20]3[S:21][CH:22]=[CH:23][CH:24]=3)=[CH:18][N:19]=2)[CH2:10][CH2:9]1)=[O:7])([CH3:4])([CH3:3])[CH3:2].[Li+].[OH-].O. (2) Given the product [NH2:1][C:2]1[C:11]2[N:10]=[CH:9][C:8]([CH2:12][CH2:13][C:14]3[CH:19]=[CH:18][C:17]([CH:20]([N:28]4[CH2:32][CH2:31][CH2:30][C@H:29]4[CH2:33][OH:34])[CH3:21])=[CH:16][CH:15]=3)=[CH:7][C:6]=2[C:5]2[CH:23]=[CH:24][C:25]([CH3:27])=[CH:26][C:4]=2[N:3]=1, predict the reactants needed to synthesize it. The reactants are: [NH2:1][C:2]1[C:11]2[N:10]=[CH:9][C:8]([CH2:12][CH2:13][C:14]3[CH:19]=[CH:18][C:17]([C:20](=O)[CH3:21])=[CH:16][CH:15]=3)=[CH:7][C:6]=2[C:5]2[CH:23]=[CH:24][C:25]([CH3:27])=[CH:26][C:4]=2[N:3]=1.[NH:28]1[CH2:32][CH2:31][CH2:30][C@H:29]1[CH2:33][OH:34].C(O)(C(F)(F)F)=O. (3) Given the product [CH3:10][N:5]1[CH:6]=[C:7]2[CH2:8][N:11]([C:12]3[CH:20]=[CH:19][C:18]4[N:17]5[C:21](=[O:29])[O:22][C@@H:23]([CH2:24][NH:25][C:26](=[O:28])[CH3:27])[C@@H:16]5[CH2:15][C:14]=4[CH:13]=3)[CH2:2][C:3]2=[N:4]1, predict the reactants needed to synthesize it. The reactants are: Br[CH2:2][C:3]1[C:7]([CH2:8]Br)=[CH:6][N:5]([CH3:10])[N:4]=1.[NH2:11][C:12]1[CH:20]=[CH:19][C:18]2[N:17]3[C:21](=[O:29])[O:22][C@@H:23]([CH2:24][NH:25][C:26](=[O:28])[CH3:27])[C@@H:16]3[CH2:15][C:14]=2[CH:13]=1.C([O-])([O-])=O.[K+].[K+].CN(C=O)C. (4) Given the product [Cl:1][C:2]1[C:7]2[N:8]=[CH:13][N:9]([CH2:10][CH3:11])[C:6]=2[CH:5]=[CH:4][N:3]=1, predict the reactants needed to synthesize it. The reactants are: [Cl:1][C:2]1[C:7]([NH2:8])=[C:6]([NH:9][CH2:10][CH3:11])[CH:5]=[CH:4][N:3]=1.Cl.[CH:13](OCC)(OCC)OCC. (5) Given the product [CH2:1]([C:3]1[C:4]([F:15])=[CH:5][N:6]=[C:7]2[C:12]=1[NH:11][C:10](=[O:13])[CH:9]=[CH:8]2)[CH3:2], predict the reactants needed to synthesize it. The reactants are: [CH2:1]([C:3]1[C:4]([F:15])=[CH:5][N:6]=[C:7]2[C:12]=1[N:11]=[C:10]([O:13]C)[CH:9]=[CH:8]2)[CH3:2].Br.C(=O)([O-])O.[Na+].